Dataset: Forward reaction prediction with 1.9M reactions from USPTO patents (1976-2016). Task: Predict the product of the given reaction. (1) Given the reactants [C:1]([C:5]1[CH:14]=[C:13]2[C:8]([C:9]([C:17]3[CH:22]=[CH:21][CH:20]=[C:19]([O:23]C)[CH:18]=3)=[N:10][C:11]([S:15][CH3:16])=[N:12]2)=[C:7]([NH2:25])[C:6]=1[C:26]([NH2:28])=[O:27])([CH3:4])([CH3:3])[CH3:2].B(Br)(Br)Br.C([O-])(O)=O.[Na+], predict the reaction product. The product is: [C:1]([C:5]1[CH:14]=[C:13]2[C:8]([C:9]([C:17]3[CH:22]=[CH:21][CH:20]=[C:19]([OH:23])[CH:18]=3)=[N:10][C:11]([S:15][CH3:16])=[N:12]2)=[C:7]([NH2:25])[C:6]=1[C:26]([NH2:28])=[O:27])([CH3:4])([CH3:2])[CH3:3]. (2) Given the reactants Br[C:2]1[CH:9]=[C:8]([N:10]2[C:18]3[CH2:17][C:16]([CH3:20])([CH3:19])[CH2:15][C:14](=[O:21])[C:13]=3[CH:12]=[C:11]2[CH3:22])[CH:7]=[CH:6][C:3]=1[C:4]#[N:5].[NH2:23][C:24]1[CH:29]=[CH:28][CH:27]=[CH:26][CH:25]=1.CC([O-:34])(C)C.[Na+], predict the reaction product. The product is: [C:24]1([NH:23][C:2]2[CH:9]=[C:8]([N:10]3[C:18]4[CH2:17][C:16]([CH3:20])([CH3:19])[CH2:15][C:14](=[O:21])[C:13]=4[CH:12]=[C:11]3[CH3:22])[CH:7]=[CH:6][C:3]=2[C:4]([NH2:5])=[O:34])[CH:29]=[CH:28][CH:27]=[CH:26][CH:25]=1. (3) Given the reactants [NH:1](C(OC(C)(C)C)=O)[CH2:2][CH2:3][C:4]([OH:6])=[O:5].[S:14]1[CH2:20][CH2:19][CH2:18][CH2:17][NH:16][S:15]1.FC(F)(F)C(O)=O, predict the reaction product. The product is: [NH2:1][CH2:2][CH2:3][C:4]([OH:6])=[O:5].[S:14]1[CH2:20][CH2:19][CH2:18][CH2:17][NH:16][S:15]1. (4) Given the reactants [CH3:1][O:2][CH2:3][O:4][C@H:5]1[CH2:9][CH2:8][N:7]([CH2:10][C@H:11]([C:13]2[CH:18]=[CH:17][CH:16]=[CH:15][CH:14]=2)O)[CH2:6]1.COCO[C@H]1CCN([C@H](C2C=CC=CC=2)CO)C1.[CH3:37][O:38][C:39]1[CH:48]=[C:47]([NH:49][CH3:50])[CH:46]=[CH:45][C:40]=1[C:41]([O:43][CH3:44])=[O:42], predict the reaction product. The product is: [CH3:37][O:38][C:39]1[CH:48]=[C:47]([N:49]([C@@H:11]([C:13]2[CH:18]=[CH:17][CH:16]=[CH:15][CH:14]=2)[CH2:10][N:7]2[CH2:8][CH2:9][C@H:5]([O:4][CH2:3][O:2][CH3:1])[CH2:6]2)[CH3:50])[CH:46]=[CH:45][C:40]=1[C:41]([O:43][CH3:44])=[O:42]. (5) Given the reactants [C:1]([O:5][C:6]([NH:8][C:9]1[C:18]2[C:13](=[CH:14][CH:15]=[CH:16][CH:17]=2)[C:12]([O:19][C:20]2[CH:25]=[CH:24][N:23]=[C:22]([NH:26][C:27]3[CH:28]=[C:29]([CH:33]=[C:34]([O:36][CH3:37])[CH:35]=3)[C:30]([OH:32])=O)[N:21]=2)=[CH:11][CH:10]=1)=[O:7])([CH3:4])([CH3:3])[CH3:2].[CH3:38][O:39][CH2:40][CH2:41][O:42][CH2:43][CH2:44][O:45][CH2:46][CH2:47][O:48][CH2:49][CH2:50][O:51][CH2:52][CH2:53][O:54][CH2:55][CH2:56][O:57][CH2:58][CH2:59][NH2:60].C(N(CC)CC)C.C(P1(=O)OP(CCC)(=O)OP(CCC)(=O)O1)CC.CCOC(C)=O, predict the reaction product. The product is: [CH3:38][O:39][CH2:40][CH2:41][O:42][CH2:43][CH2:44][O:45][CH2:46][CH2:47][O:48][CH2:49][CH2:50][O:51][CH2:52][CH2:53][O:54][CH2:55][CH2:56][O:57][CH2:58][CH2:59][NH:60][C:30]([C:29]1[CH:28]=[C:27]([NH:26][C:22]2[N:21]=[C:20]([O:19][C:12]3[C:13]4[C:18](=[CH:17][CH:16]=[CH:15][CH:14]=4)[C:9]([NH:8][C:6](=[O:7])[O:5][C:1]([CH3:3])([CH3:2])[CH3:4])=[CH:10][CH:11]=3)[CH:25]=[CH:24][N:23]=2)[CH:35]=[C:34]([O:36][CH3:37])[CH:33]=1)=[O:32]. (6) Given the reactants [CH2:1]([O:8][C:9]1[C:14]2[CH2:15][CH2:16][O:17][C:13]=2[CH:12]=[C:11]([CH2:18][OH:19])[CH:10]=1)[C:2]1[CH:7]=[CH:6][CH:5]=[CH:4][CH:3]=1.CC(OI1(OC(C)=O)(OC(C)=O)OC(=O)C2C=CC=CC1=2)=O.C([O-])(O)=O.[Na+].[O-]S([O-])(=S)=O.[Na+].[Na+], predict the reaction product. The product is: [CH2:1]([O:8][C:9]1[C:14]2[CH2:15][CH2:16][O:17][C:13]=2[CH:12]=[C:11]([CH:18]=[O:19])[CH:10]=1)[C:2]1[CH:3]=[CH:4][CH:5]=[CH:6][CH:7]=1.